Dataset: NCI-60 drug combinations with 297,098 pairs across 59 cell lines. Task: Regression. Given two drug SMILES strings and cell line genomic features, predict the synergy score measuring deviation from expected non-interaction effect. (1) Drug 1: C1CCC(C1)C(CC#N)N2C=C(C=N2)C3=C4C=CNC4=NC=N3. Drug 2: CC1C(C(CC(O1)OC2CC(CC3=C2C(=C4C(=C3O)C(=O)C5=CC=CC=C5C4=O)O)(C(=O)C)O)N)O. Cell line: K-562. Synergy scores: CSS=24.0, Synergy_ZIP=-2.09, Synergy_Bliss=-3.52, Synergy_Loewe=-11.8, Synergy_HSA=-4.25. (2) Drug 1: C1=CC(=CC=C1CC(C(=O)O)N)N(CCCl)CCCl.Cl. Drug 2: CC12CCC3C(C1CCC2O)C(CC4=C3C=CC(=C4)O)CCCCCCCCCS(=O)CCCC(C(F)(F)F)(F)F. Cell line: SF-295. Synergy scores: CSS=7.53, Synergy_ZIP=-4.74, Synergy_Bliss=-1.85, Synergy_Loewe=-3.87, Synergy_HSA=-1.91. (3) Drug 1: C1=CN(C(=O)N=C1N)C2C(C(C(O2)CO)O)O.Cl. Drug 2: CC(C)(C#N)C1=CC(=CC(=C1)CN2C=NC=N2)C(C)(C)C#N. Cell line: ACHN. Synergy scores: CSS=45.2, Synergy_ZIP=2.23, Synergy_Bliss=3.64, Synergy_Loewe=-8.36, Synergy_HSA=3.32. (4) Drug 1: CC1CCC2CC(C(=CC=CC=CC(CC(C(=O)C(C(C(=CC(C(=O)CC(OC(=O)C3CCCCN3C(=O)C(=O)C1(O2)O)C(C)CC4CCC(C(C4)OC)OP(=O)(C)C)C)C)O)OC)C)C)C)OC. Drug 2: CCC1=C2N=C(C=C(N2N=C1)NCC3=C[N+](=CC=C3)[O-])N4CCCCC4CCO. Cell line: UACC62. Synergy scores: CSS=56.9, Synergy_ZIP=-1.81, Synergy_Bliss=-0.0495, Synergy_Loewe=-0.0543, Synergy_HSA=3.78. (5) Drug 1: CC1C(C(CC(O1)OC2CC(OC(C2O)C)OC3=CC4=CC5=C(C(=O)C(C(C5)C(C(=O)C(C(C)O)O)OC)OC6CC(C(C(O6)C)O)OC7CC(C(C(O7)C)O)OC8CC(C(C(O8)C)O)(C)O)C(=C4C(=C3C)O)O)O)O. Drug 2: CC1=C(C(=O)C2=C(C1=O)N3CC4C(C3(C2COC(=O)N)OC)N4)N. Cell line: RXF 393. Synergy scores: CSS=29.0, Synergy_ZIP=0.240, Synergy_Bliss=2.40, Synergy_Loewe=-9.19, Synergy_HSA=0.897. (6) Drug 1: CC1=C(C=C(C=C1)NC(=O)C2=CC=C(C=C2)CN3CCN(CC3)C)NC4=NC=CC(=N4)C5=CN=CC=C5. Drug 2: CC(C)(C#N)C1=CC(=CC(=C1)CN2C=NC=N2)C(C)(C)C#N. Cell line: EKVX. Synergy scores: CSS=-0.499, Synergy_ZIP=0.562, Synergy_Bliss=0.430, Synergy_Loewe=-2.23, Synergy_HSA=-1.71. (7) Drug 1: C1=CC=C(C=C1)NC(=O)CCCCCCC(=O)NO. Drug 2: CCC1(C2=C(COC1=O)C(=O)N3CC4=CC5=C(C=CC(=C5CN(C)C)O)N=C4C3=C2)O. Cell line: NCIH23. Synergy scores: CSS=70.1, Synergy_ZIP=-0.628, Synergy_Bliss=-3.35, Synergy_Loewe=-5.52, Synergy_HSA=-0.797. (8) Drug 2: CNC(=O)C1=NC=CC(=C1)OC2=CC=C(C=C2)NC(=O)NC3=CC(=C(C=C3)Cl)C(F)(F)F. Cell line: NCI-H226. Drug 1: CC1=C2C(C(=O)C3(C(CC4C(C3C(C(C2(C)C)(CC1OC(=O)C(C(C5=CC=CC=C5)NC(=O)OC(C)(C)C)O)O)OC(=O)C6=CC=CC=C6)(CO4)OC(=O)C)O)C)O. Synergy scores: CSS=6.91, Synergy_ZIP=0.640, Synergy_Bliss=7.52, Synergy_Loewe=2.15, Synergy_HSA=5.56.